Predict which catalyst facilitates the given reaction. From a dataset of Catalyst prediction with 721,799 reactions and 888 catalyst types from USPTO. (1) Reactant: C(OP([CH2:9][C:10]([O:12][CH2:13][CH3:14])=[O:11])(OCC)=O)C.[H-].[Na+].O[CH:18]1[C:26]2[C:21](=[CH:22][CH:23]=[C:24]([C:27]([F:30])([F:29])[F:28])[CH:25]=2)[C:20](=[O:31])[N:19]1[CH2:32][C:33]([F:36])([F:35])[F:34].C(=O)([O-])O.[Na+]. Product: [O:31]=[C:20]1[C:21]2[C:26](=[CH:25][C:24]([C:27]([F:28])([F:29])[F:30])=[CH:23][CH:22]=2)[CH:18]([CH2:9][C:10]([O:12][CH2:13][CH3:14])=[O:11])[N:19]1[CH2:32][C:33]([F:35])([F:34])[F:36]. The catalyst class is: 216. (2) Reactant: FC(F)(F)S(OO[Si](C)(C)C)(=O)=O.[CH3:14][O:15][C:16]1[CH:21]=[C:20]2[O:22][C:23](=O)[CH2:24][C:25]3([CH2:30][CH2:29][CH2:28][N:27]4[CH:31]=[N:32][CH:33]=[C:26]34)[C:19]2=[CH:18][CH:17]=1.C([SiH](CC)CC)C. Product: [CH3:14][O:15][C:16]1[CH:21]=[C:20]2[O:22][CH2:23][CH2:24][C:25]3([CH2:30][CH2:29][CH2:28][N:27]4[CH:31]=[N:32][CH:33]=[C:26]34)[C:19]2=[CH:18][CH:17]=1. The catalyst class is: 528. (3) Reactant: [OH:1][C:2]1[CH:3]=[C:4]([NH:11][C:12](=[O:14])[CH3:13])[CH:5]=[CH:6][C:7]=1[N+:8]([O-:10])=[O:9].[C:15](=O)([O-])[O-].[K+].[K+].CI.C(OCC)(=O)C. Product: [CH3:15][O:1][C:2]1[CH:3]=[C:4]([NH:11][C:12](=[O:14])[CH3:13])[CH:5]=[CH:6][C:7]=1[N+:8]([O-:10])=[O:9]. The catalyst class is: 391. (4) Reactant: [C:1]([O:5][C:6]([N:8]1[C@@H:13]([CH2:14][O:15]CC2C=CC=CC=2)[CH2:12][O:11][C@@H:10]([O:23][CH2:24][C:25]([CH3:28])([CH3:27])[CH3:26])[C@@H:9]1[CH3:29])=[O:7])([CH3:4])([CH3:3])[CH3:2]. Product: [C:1]([O:5][C:6]([N:8]1[C@@H:13]([CH2:14][OH:15])[CH2:12][O:11][C@@H:10]([O:23][CH2:24][C:25]([CH3:28])([CH3:27])[CH3:26])[C@@H:9]1[CH3:29])=[O:7])([CH3:4])([CH3:3])[CH3:2]. The catalyst class is: 105. (5) Reactant: [O:1]1[C:5]2[CH:6]=[CH:7][C:8]([C:10]3([C:13]([NH:15][C:16]4[CH:17]=[C:18]5[C:22](=[CH:23][CH:24]=4)[NH:21][C:20]([C:25]([CH3:28])([CH3:27])[CH3:26])=[CH:19]5)=[O:14])[CH2:12][CH2:11]3)=[CH:9][C:4]=2[O:3][CH2:2]1.[BH3-]C#N.[Na+]. Product: [O:1]1[C:5]2[CH:6]=[CH:7][C:8]([C:10]3([C:13]([NH:15][C:16]4[CH:17]=[C:18]5[C:22](=[CH:23][CH:24]=4)[NH:21][CH:20]([C:25]([CH3:28])([CH3:27])[CH3:26])[CH2:19]5)=[O:14])[CH2:12][CH2:11]3)=[CH:9][C:4]=2[O:3][CH2:2]1. The catalyst class is: 15. (6) Reactant: [Cl:1][C:2]1[CH:8]=[C:7]([O:9][C:10]2[C:19]3[C:14](=[CH:15][C:16]([O:22][CH3:23])=[C:17]([O:20][CH3:21])[CH:18]=3)[N:13]=[CH:12][N:11]=2)[CH:6]=[CH:5][C:3]=1[NH2:4].ClC(Cl)(O[C:28](=[O:34])OC(Cl)(Cl)Cl)Cl.[CH3:36][NH:37][CH2:38][CH2:39][CH3:40].CO. Product: [Cl:1][C:2]1[CH:8]=[C:7]([O:9][C:10]2[C:19]3[C:14](=[CH:15][C:16]([O:22][CH3:23])=[C:17]([O:20][CH3:21])[CH:18]=3)[N:13]=[CH:12][N:11]=2)[CH:6]=[CH:5][C:3]=1[NH:4][C:28](=[O:34])[N:37]([CH3:36])[CH2:38][CH2:39][CH3:40]. The catalyst class is: 542. (7) Reactant: [OH:1][CH2:2][C:3]1[CH:8]=[CH:7][N:6]=[CH:5][CH:4]=1.[N+:9]([C:12]1[CH:17]=[C:16]([N+:18]([O-:20])=[O:19])[CH:15]=[CH:14][C:13]=1[O:21]N)([O-:11])=[O:10].C(OCC)C. Product: [N+:9]([C:12]1[CH:17]=[C:16]([N+:18]([O-:20])=[O:19])[CH:15]=[CH:14][C:13]=1[O-:21])([O-:11])=[O:10].[NH2:9][N+:6]1[CH:7]=[CH:8][C:3]([CH2:2][OH:1])=[CH:4][CH:5]=1. The catalyst class is: 2.